This data is from Forward reaction prediction with 1.9M reactions from USPTO patents (1976-2016). The task is: Predict the product of the given reaction. (1) Given the reactants I[C:2]1[CH:7]=[C:6]([C:8]([F:11])([F:10])[F:9])[CH:5]=[C:4]([C:12]([F:15])([F:14])[F:13])[CH:3]=1.C1(P(C2C=CC=CC=2)C2C=CC=CC=2)C=CC=CC=1.[CH2:35]([OH:38])[C:36]#[CH:37].C(N(C(C)C)CC)(C)C, predict the reaction product. The product is: [F:13][C:12]([F:15])([F:14])[C:4]1[CH:3]=[C:2]([C:37]#[C:36][CH2:35][OH:38])[CH:7]=[C:6]([C:8]([F:11])([F:10])[F:9])[CH:5]=1. (2) Given the reactants [CH3:1][O:2][C:3](=[O:16])[C@@H:4]1[CH2:8][CH2:7][CH2:6][N:5]1[C:9]([O:11][C:12]([CH3:15])([CH3:14])[CH3:13])=[O:10].[C:17]([N:24]1[CH:28]=[CH:27]N=[CH:25]1)(N1C=CN=C1)=[O:18].[Cl:29][C:30]1C=[CH:37][CH:36]=[C:35]2[C:31]=1CNC2.Cl.CN(C=[O:44])C, predict the reaction product. The product is: [Cl:29][C:30]1[CH:31]=[CH:35][CH:36]=[C:37]2[C:27]=1[CH2:28][N:24]([C:17]([O:18][C@H:7]1[CH2:6][N:5]([C:9]([O:11][C:12]([CH3:13])([CH3:15])[CH3:14])=[O:10])[C@H:4]([C:3]([O:2][CH3:1])=[O:16])[CH2:8]1)=[O:44])[CH2:25]2. (3) The product is: [NH2:7][C@@H:8]1[CH2:12][CH2:11][N:10]([C:13]2[CH:18]=[CH:17][N:16]=[C:15]([NH:19][CH2:20][CH:21]([CH3:23])[CH3:22])[N:14]=2)[CH2:9]1. Given the reactants C(OC(=O)[NH:7][C@@H:8]1[CH2:12][CH2:11][N:10]([C:13]2[CH:18]=[CH:17][N:16]=[C:15]([NH:19][CH2:20][CH:21]([CH3:23])[CH3:22])[N:14]=2)[CH2:9]1)(C)(C)C.Cl, predict the reaction product. (4) The product is: [O:3]1[CH2:8][CH2:7][CH:6]([O:9][C:11]2[N:16]=[C:15]([NH2:17])[CH:14]=[CH:13][N:12]=2)[CH2:5][CH2:4]1. Given the reactants [H-].[Na+].[O:3]1[CH2:8][CH2:7][CH:6]([OH:9])[CH2:5][CH2:4]1.Cl[C:11]1[N:16]=[C:15]([NH2:17])[CH:14]=[CH:13][N:12]=1.[NH4+].[Cl-], predict the reaction product.